From a dataset of Forward reaction prediction with 1.9M reactions from USPTO patents (1976-2016). Predict the product of the given reaction. (1) Given the reactants [F:1][C:2]([F:27])([F:26])[C:3]1[CH:4]=[CH:5][C:6]([O:9][C:10]2[CH:15]=[CH:14][C:13]([O:16][C:17]([N:19]3[CH2:24][CH2:23][CH:22](O)[CH2:21][CH2:20]3)=[O:18])=[CH:12][CH:11]=2)=[N:7][CH:8]=1.[N:28]1[CH:33]=[CH:32][CH:31]=[CH:30][C:29]=1[SH:34], predict the reaction product. The product is: [F:27][C:2]([F:1])([F:26])[C:3]1[CH:4]=[CH:5][C:6]([O:9][C:10]2[CH:11]=[CH:12][C:13]([O:16][C:17]([N:19]3[CH2:24][CH2:23][CH:22]([S:34][C:29]4[CH:30]=[CH:31][CH:32]=[CH:33][N:28]=4)[CH2:21][CH2:20]3)=[O:18])=[CH:14][CH:15]=2)=[N:7][CH:8]=1. (2) Given the reactants [BH4-].[Na+].[F:3][C:4]1[CH:9]=[CH:8][C:7]([C:10](=[O:27])[CH:11]([CH2:17][C:18]2[O:19][C:20]([C:23]([F:26])([F:25])[F:24])=[CH:21][CH:22]=2)[C:12]([O:14][CH2:15][CH3:16])=[O:13])=[CH:6][CH:5]=1.Cl, predict the reaction product. The product is: [F:3][C:4]1[CH:9]=[CH:8][C:7]([CH:10]([OH:27])[CH:11]([CH2:17][C:18]2[O:19][C:20]([C:23]([F:24])([F:25])[F:26])=[CH:21][CH:22]=2)[C:12]([O:14][CH2:15][CH3:16])=[O:13])=[CH:6][CH:5]=1. (3) Given the reactants [C:1]([O:7][C:8]1[C:9]([CH3:18])=[C:10]2[N:15]([CH:16]=1)[N:14]=[CH:13][NH:12][C:11]2=O)(=[O:6])[C:2]([CH3:5])([CH3:4])[CH3:3].P(Cl)(Cl)([Cl:21])=O.CCN(C(C)C)C(C)C.C1(C)C=CC=CC=1, predict the reaction product. The product is: [C:1]([O:7][C:8]1[C:9]([CH3:18])=[C:10]2[N:15]([CH:16]=1)[N:14]=[CH:13][N:12]=[C:11]2[Cl:21])(=[O:6])[C:2]([CH3:5])([CH3:4])[CH3:3]. (4) Given the reactants [C:1]1(N)[CH:6]=[CH:5][CH:4]=[CH:3][C:2]=1N.[N:9]1[CH:14]=CC=CC=1.C(OC(=O)C)(=[O:17])C, predict the reaction product. The product is: [C:14]([NH2:9])(=[O:17])[C:1]1[CH:6]=[CH:5][CH:4]=[CH:3][CH:2]=1. (5) Given the reactants C[O-].[Na+].Br[C:5]1[CH:6]=[CH:7][C:8]([N:11]2[C:15]([C:16]3[CH:21]=[CH:20][CH:19]=[CH:18][N:17]=3)=[CH:14][C:13]([C:22]([O:24]CC)=[O:23])=[N:12]2)=[N:9][CH:10]=1.O.[C:28](O)(=[O:30])C, predict the reaction product. The product is: [CH3:28][O:30][C:5]1[CH:6]=[CH:7][C:8]([N:11]2[C:15]([C:16]3[CH:21]=[CH:20][CH:19]=[CH:18][N:17]=3)=[CH:14][C:13]([C:22]([OH:24])=[O:23])=[N:12]2)=[N:9][CH:10]=1. (6) The product is: [Cl:33][C:34]1[CH:41]=[CH:40][CH:39]=[C:38]([Cl:42])[C:35]=1[CH:36]([OH:37])[CH2:2][C:3]1[CH:12]=[CH:11][C:6]([C:7]([O:9][CH3:10])=[O:8])=[CH:5][CH:4]=1. Given the reactants Br[CH2:2][C:3]1[CH:12]=[CH:11][C:6]([C:7]([O:9][CH3:10])=[O:8])=[CH:5][CH:4]=1.BrCCBr.[Cu](C#N)C#N.[Cl-].[Li+].B(F)(F)F.CCOCC.[Cl:33][C:34]1[CH:41]=[CH:40][CH:39]=[C:38]([Cl:42])[C:35]=1[CH:36]=[O:37], predict the reaction product.